Dataset: Forward reaction prediction with 1.9M reactions from USPTO patents (1976-2016). Task: Predict the product of the given reaction. (1) Given the reactants [C:1](=[S:3])=S.[NH2:4][CH2:5][C:6]1[CH:14]=[CH:13][C:9]([C:10]([OH:12])=[O:11])=[CH:8][CH:7]=1.C(N(CC)CC)C.II.Cl.S([O-])([O-])=O.[Na+].[Na+], predict the reaction product. The product is: [N:4]([CH2:5][C:6]1[CH:7]=[CH:8][C:9]([C:10]([OH:12])=[O:11])=[CH:13][CH:14]=1)=[C:1]=[S:3]. (2) Given the reactants [CH2:1]([O:3][C:4]([C:6]1[C:7]([O:18][CH3:19])=[C:8]2[C:13](O)=[C:12]([C:15]#[N:16])[CH:11]=[N:10][N:9]2[CH:17]=1)=[O:5])[CH3:2].O=P(Cl)(Cl)[Cl:22], predict the reaction product. The product is: [CH2:1]([O:3][C:4]([C:6]1[C:7]([O:18][CH3:19])=[C:8]2[C:13]([Cl:22])=[C:12]([C:15]#[N:16])[CH:11]=[N:10][N:9]2[CH:17]=1)=[O:5])[CH3:2]. (3) Given the reactants [Cl:1][C:2]1[C:11]([N+:12]([O-:14])=[O:13])=[CH:10][CH:9]=[CH:8][C:3]=1[C:4](OC)=[O:5].[BH4-].[Na+].CO.O, predict the reaction product. The product is: [Cl:1][C:2]1[C:11]([N+:12]([O-:14])=[O:13])=[CH:10][CH:9]=[CH:8][C:3]=1[CH2:4][OH:5]. (4) Given the reactants [ClH:1].[S:2]1[C:6]2[CH:7]=[C:8]([O:11][C:12]3[CH:17]=[CH:16][C:15]([NH:18][C:19]4[C:20]5[N:27]([CH2:28][CH2:29][NH:30]C(=O)OC(C)(C)C)[CH:26]=[CH:25][C:21]=5[N:22]=[CH:23][N:24]=4)=[CH:14][C:13]=3[Cl:38])[CH:9]=[CH:10][C:5]=2[CH:4]=[CH:3]1.Cl.C(OCC)(=O)C.C(O)C, predict the reaction product. The product is: [ClH:38].[ClH:1].[NH2:30][CH2:29][CH2:28][N:27]1[C:20]2[C:19]([NH:18][C:15]3[CH:16]=[CH:17][C:12]([O:11][C:8]4[CH:9]=[CH:10][C:5]5[CH:4]=[CH:3][S:2][C:6]=5[CH:7]=4)=[C:13]([Cl:38])[CH:14]=3)=[N:24][CH:23]=[N:22][C:21]=2[CH:25]=[CH:26]1.